From a dataset of Peptide-MHC class I binding affinity with 185,985 pairs from IEDB/IMGT. Regression. Given a peptide amino acid sequence and an MHC pseudo amino acid sequence, predict their binding affinity value. This is MHC class I binding data. (1) The peptide sequence is VFSPFGYSF. The MHC is HLA-A24:03 with pseudo-sequence HLA-A24:03. The binding affinity (normalized) is 0.907. (2) The peptide sequence is VPDADPPIPY. The MHC is HLA-B54:01 with pseudo-sequence HLA-B54:01. The binding affinity (normalized) is 0.0879. (3) The peptide sequence is MFKNFPFFK. The MHC is HLA-A02:16 with pseudo-sequence HLA-A02:16. The binding affinity (normalized) is 0.0847. (4) The peptide sequence is NQFGTMPSL. The MHC is BoLA-HD6 with pseudo-sequence BoLA-HD6. The binding affinity (normalized) is 0.566. (5) The peptide sequence is FAISYCRAFI. The MHC is HLA-A02:06 with pseudo-sequence HLA-A02:06. The binding affinity (normalized) is 0.673.